From a dataset of Catalyst prediction with 721,799 reactions and 888 catalyst types from USPTO. Predict which catalyst facilitates the given reaction. (1) Reactant: [F:1][C:2]([F:18])([F:17])[C:3]1[CH:11]=[C:10]2[C:6]([CH:7]=[C:8]([C:12]([O:14]CC)=O)[NH:9]2)=[CH:5][CH:4]=1.[H-].[Na+].C(OC([N:28]1[CH2:32][C@H:31]([CH:33]([C:38]([CH3:43])([CH3:42])[CH:39]([CH3:41])[CH3:40])[O:34][SiH:35]([CH3:37])[CH3:36])OS1(=O)=O)=O)(C)(C)C.C(O)(=O)CC(CC(O)=O)(C(O)=O)O. Product: [CH3:37][SiH:35]([CH3:36])[O:34][CH:33]([C:38]([CH3:42])([CH3:43])[CH:39]([CH3:40])[CH3:41])[C@H:31]1[N:9]2[C:10]3[CH:11]=[C:3]([C:2]([F:1])([F:17])[F:18])[CH:4]=[CH:5][C:6]=3[CH:7]=[C:8]2[C:12](=[O:14])[NH:28][CH2:32]1. The catalyst class is: 174. (2) Reactant: Br[C:2]1[C:11]([O:12][C:13]2[C:22]3[C:17](=[CH:18][C:19]([O:25][CH3:26])=[C:20]([O:23][CH3:24])[CH:21]=3)[N:16]=[CH:15][CH:14]=2)=[CH:10][C:9]2[C:4](=[CH:5][CH:6]=[CH:7][CH:8]=2)[N:3]=1.[N:27]1[CH:32]=[CH:31][C:30](B(O)O)=[CH:29][CH:28]=1.C(=O)([O-])[O-].[K+].[K+]. Product: [CH3:24][O:23][C:20]1[CH:21]=[C:22]2[C:17](=[CH:18][C:19]=1[O:25][CH3:26])[N:16]=[CH:15][CH:14]=[C:13]2[O:12][C:11]1[C:2]([C:30]2[CH:31]=[CH:32][N:27]=[CH:28][CH:29]=2)=[N:3][C:4]2[C:9]([CH:10]=1)=[CH:8][CH:7]=[CH:6][CH:5]=2. The catalyst class is: 9. (3) Reactant: [CH3:1][C@@H:2]1[CH2:7][CH2:6][CH2:5][N:4]([C:8]([C:10]2[C:15]([N:16]3[N:20]=[CH:19][CH:18]=[N:17]3)=[CH:14][CH:13]=[C:12]([CH3:21])[N:11]=2)=[O:9])[C@@H:3]1[CH2:22][NH:23][C:24]1[CH:29]=[CH:28][C:27]([C:30]([F:33])([F:32])[F:31])=[CH:26][N:25]=1.[H-].[Na+].[CH3:36]I. Product: [CH3:1][C@@H:2]1[CH2:7][CH2:6][CH2:5][N:4]([C:8]([C:10]2[C:15]([N:16]3[N:17]=[CH:18][CH:19]=[N:20]3)=[CH:14][CH:13]=[C:12]([CH3:21])[N:11]=2)=[O:9])[C@@H:3]1[CH2:22][N:23]([CH3:36])[C:24]1[CH:29]=[CH:28][C:27]([C:30]([F:33])([F:31])[F:32])=[CH:26][N:25]=1. The catalyst class is: 3. (4) Reactant: [NH2:1][C:2]1[N:7]=[C:6]([Cl:8])[C:5]([CH2:9][C:10](OCC)=[O:11])=[C:4]([NH:15][CH2:16][C:17]2[C:21]([Cl:22])=[CH:20][N:19]([CH2:23][CH3:24])[N:18]=2)[N:3]=1. Product: [NH2:1][C:2]1[N:7]=[C:6]([Cl:8])[C:5]2[CH2:9][C:10](=[O:11])[N:15]([CH2:16][C:17]3[C:21]([Cl:22])=[CH:20][N:19]([CH2:23][CH3:24])[N:18]=3)[C:4]=2[N:3]=1. The catalyst class is: 114. (5) Reactant: [C:1]1(=[O:7])[NH:5][C:4](=[O:6])[CH:3]=[CH:2]1.[CH2:8]([O:15][C:16](=[O:25])[CH:17]=[CH:18][C:19]1[N:20]([CH3:24])[CH:21]=[CH:22][CH:23]=1)[C:9]1[CH:14]=[CH:13][CH:12]=[CH:11][CH:10]=1. Product: [CH2:8]([O:15][C:16]([CH:17]1[CH2:18][C:19]2[N:20]([CH3:24])[CH:21]=[CH:22][C:23]=2[CH:3]2[CH:2]1[C:1](=[O:7])[NH:5][C:4]2=[O:6])=[O:25])[C:9]1[CH:10]=[CH:11][CH:12]=[CH:13][CH:14]=1. The catalyst class is: 27.